This data is from Full USPTO retrosynthesis dataset with 1.9M reactions from patents (1976-2016). The task is: Predict the reactants needed to synthesize the given product. (1) Given the product [CH2:1]([O:3][C:4](=[O:28])[CH2:5][CH2:6][N:7]([C:21]([O:23][C:24]([CH3:27])([CH3:26])[CH3:25])=[O:22])[CH2:8][C:9]([N:11]1[C:19]2[C:14](=[CH:15][C:16]([O:20][CH2:30][C:31]3[CH:36]=[CH:35][C:34]([CH2:37][CH3:38])=[C:33]([C:39]([F:40])([F:42])[F:41])[CH:32]=3)=[CH:17][CH:18]=2)[CH2:13][CH2:12]1)=[O:10])[CH3:2], predict the reactants needed to synthesize it. The reactants are: [CH2:1]([O:3][C:4](=[O:28])[CH2:5][CH2:6][N:7]([C:21]([O:23][C:24]([CH3:27])([CH3:26])[CH3:25])=[O:22])[CH2:8][C:9]([N:11]1[C:19]2[C:14](=[CH:15][C:16]([OH:20])=[CH:17][CH:18]=2)[CH2:13][CH2:12]1)=[O:10])[CH3:2].Cl[CH2:30][C:31]1[CH:36]=[CH:35][C:34]([CH2:37][CH3:38])=[C:33]([C:39]([F:42])([F:41])[F:40])[CH:32]=1.C(=O)([O-])[O-].[K+].[K+]. (2) Given the product [Cl:9][C:10]1[N:15]=[CH:14][C:13]([S:16]([N:3]([CH2:4][CH2:5][N:6]([CH3:8])[CH3:7])[CH2:1][CH3:2])(=[O:18])=[O:17])=[CH:12][CH:11]=1, predict the reactants needed to synthesize it. The reactants are: [CH2:1]([NH:3][CH2:4][CH2:5][N:6]([CH3:8])[CH3:7])[CH3:2].[Cl:9][C:10]1[N:15]=[CH:14][C:13]([S:16](Cl)(=[O:18])=[O:17])=[CH:12][CH:11]=1. (3) Given the product [CH3:1][O:2][C:3](=[O:33])[CH:4]([C:9]1[CH:10]=[C:11]([C:23]2[CH:24]=[CH:25][C:26]([C:29]([F:31])([F:32])[F:30])=[CH:27][CH:28]=2)[CH:12]=[C:13]([N:43]2[C:44]3[C:39](=[CH:38][CH:37]=[C:36]([C:35]([F:34])([F:46])[F:47])[CH:45]=3)[CH2:40][CH2:41][CH2:42]2)[CH:14]=1)[CH2:5][CH:6]([CH3:8])[CH3:7], predict the reactants needed to synthesize it. The reactants are: [CH3:1][O:2][C:3](=[O:33])[CH:4]([C:9]1[CH:10]=[C:11]([C:23]2[CH:28]=[CH:27][C:26]([C:29]([F:32])([F:31])[F:30])=[CH:25][CH:24]=2)[CH:12]=[C:13](OS(C(F)(F)F)(=O)=O)[CH:14]=1)[CH2:5][CH:6]([CH3:8])[CH3:7].[F:34][C:35]([F:47])([F:46])[C:36]1[CH:45]=[C:44]2[C:39]([CH2:40][CH2:41][CH2:42][NH:43]2)=[CH:38][CH:37]=1.